This data is from CYP2C19 inhibition data for predicting drug metabolism from PubChem BioAssay. The task is: Regression/Classification. Given a drug SMILES string, predict its absorption, distribution, metabolism, or excretion properties. Task type varies by dataset: regression for continuous measurements (e.g., permeability, clearance, half-life) or binary classification for categorical outcomes (e.g., BBB penetration, CYP inhibition). Dataset: cyp2c19_veith. (1) The molecule is COc1cc(CNC(=O)CCCCCCC(C)C)ccc1O. The result is 1 (inhibitor). (2) The drug is COc1ccc(C[C@H]2c3cc(OC)c(OC)cc3CCN2C)cc1OC. The result is 0 (non-inhibitor).